From a dataset of Reaction yield outcomes from USPTO patents with 853,638 reactions. Predict the reaction yield, written as a fraction of the theoretical maximum amount of product (1.0 means a 100% yield; for example, 0.34 means a 34% yield). (1) The reactants are [CH3:1][O:2][C:3]1[CH:11]=[C:10]([CH3:12])[CH:9]=[CH:8][C:4]=1[C:5]([NH2:7])=O.B.O1CCCC1.Cl.O. The catalyst is C1COCC1. The product is [CH3:1][O:2][C:3]1[CH:11]=[C:10]([CH3:12])[CH:9]=[CH:8][C:4]=1[CH2:5][NH2:7]. The yield is 0.640. (2) The reactants are [OH:1][CH2:2][C:3]1[CH:8]=[CH:7][N:6]=[C:5]2[C:9](I)=[C:10]([C:12]3[CH:17]=[CH:16][N:15]=[C:14]([NH:18][C:19](=[O:21])[CH3:20])[CH:13]=3)[NH:11][C:4]=12.[CH3:23][O:24][C:25]1[N:30]=[CH:29][C:28](B(O)O)=[CH:27][CH:26]=1.C([O-])([O-])=O.[Na+].[Na+]. The catalyst is O1CCOCC1.C1C=CC(P(C2C=CC=CC=2)[C-]2C=CC=C2)=CC=1.C1C=CC(P(C2C=CC=CC=2)[C-]2C=CC=C2)=CC=1.Cl[Pd]Cl.[Fe+2]. The product is [OH:1][CH2:2][C:3]1[CH:8]=[CH:7][N:6]=[C:5]2[C:9]([C:28]3[CH:29]=[N:30][C:25]([O:24][CH3:23])=[CH:26][CH:27]=3)=[C:10]([C:12]3[CH:17]=[CH:16][N:15]=[C:14]([NH:18][C:19](=[O:21])[CH3:20])[CH:13]=3)[NH:11][C:4]=12. The yield is 0.390. (3) The yield is 0.770. The reactants are [NH2:1][C:2]1[NH:3][C:4](=[O:22])[C:5]2[N:11]=[C:10]([C:12]3[CH:17]=[CH:16][C:15]([O:18][CH3:19])=[C:14]([O:20][CH3:21])[CH:13]=3)[CH:9]=[CH:8][C:6]=2[N:7]=1.[C:23](O)(=[O:25])[CH3:24]. The catalyst is C(OC(=O)C)(=O)C. The product is [C:23]([NH:1][C:2]1[NH:3][C:4](=[O:22])[C:5]2[N:11]=[C:10]([C:12]3[CH:17]=[CH:16][C:15]([O:18][CH3:19])=[C:14]([O:20][CH3:21])[CH:13]=3)[CH:9]=[CH:8][C:6]=2[N:7]=1)(=[O:25])[CH3:24]. (4) The reactants are [Cl:1][C:2]1[C:7]([OH:8])=[CH:6][CH:5]=[CH:4][N:3]=1.[C:9]([O-])(O)=[O:10].[Na+].C=O.Cl. The catalyst is O. The product is [Cl:1][C:2]1[C:7]([OH:8])=[CH:6][CH:5]=[C:4]([CH2:9][OH:10])[N:3]=1. The yield is 0.810.